This data is from Peptide-MHC class I binding affinity with 185,985 pairs from IEDB/IMGT. The task is: Regression. Given a peptide amino acid sequence and an MHC pseudo amino acid sequence, predict their binding affinity value. This is MHC class I binding data. (1) The peptide sequence is ATSTRHPSK. The MHC is HLA-A03:01 with pseudo-sequence HLA-A03:01. The binding affinity (normalized) is 1.00. (2) The peptide sequence is MTAASYARY. The MHC is HLA-B08:01 with pseudo-sequence HLA-B08:01. The binding affinity (normalized) is 0.458. (3) The peptide sequence is GLAFSIMKSV. The MHC is HLA-A02:03 with pseudo-sequence HLA-A02:03. The binding affinity (normalized) is 0.773. (4) The peptide sequence is GLQADAPHL. The MHC is HLA-A69:01 with pseudo-sequence HLA-A69:01. The binding affinity (normalized) is 0.0847. (5) The peptide sequence is QPEWFRNV. The MHC is H-2-Kb with pseudo-sequence H-2-Kb. The binding affinity (normalized) is 0.219. (6) The peptide sequence is AKATGRYNL. The MHC is HLA-A02:19 with pseudo-sequence HLA-A02:19. The binding affinity (normalized) is 0.0847. (7) The peptide sequence is ALGGSCHTT. The MHC is HLA-B27:03 with pseudo-sequence HLA-B27:03. The binding affinity (normalized) is 0.0847. (8) The peptide sequence is REWGWRIPF. The MHC is HLA-B08:03 with pseudo-sequence HLA-B08:03. The binding affinity (normalized) is 0.0847. (9) The peptide sequence is VSFQQPLQQY. The MHC is HLA-A26:01 with pseudo-sequence HLA-A26:01. The binding affinity (normalized) is 0.0140. (10) The peptide sequence is PSSKPDWFY. The MHC is HLA-A30:01 with pseudo-sequence HLA-A30:01. The binding affinity (normalized) is 0.0847.